The task is: Predict the reaction yield, written as a fraction of the theoretical maximum amount of product (1.0 means a 100% yield; for example, 0.34 means a 34% yield).. This data is from Reaction yield outcomes from USPTO patents with 853,638 reactions. (1) The reactants are [OH:1][C:2]1[C:9]([OH:10])=[CH:8][CH:7]=[CH:6][C:3]=1[CH:4]=[O:5].[C:11](=O)([O-])[O-].[K+].[K+].IC.O. The catalyst is CN(C)C=O. The product is [OH:10][C:9]1[C:2]([O:1][CH3:11])=[C:3]([CH:6]=[CH:7][CH:8]=1)[CH:4]=[O:5]. The yield is 0.400. (2) The reactants are [F:1][CH2:2][C:3]1([CH2:9][OH:10])[O:8][CH2:7][CH2:6]C[O:4]1.OC(O)C(=O)C. The catalyst is C(O)CO. The product is [F:1][CH2:2][C:3]1([CH2:9][OH:10])[O:4][CH2:6][CH2:7][O:8]1. The yield is 0.138. (3) The reactants are [OH:1][NH:2][C:3]([C:5]1[C:10]([C:11]2[CH:16]=[CH:15][CH:14]=[CH:13][CH:12]=2)=[CH:9][CH:8]=[CH:7][N:6]=1)=[NH:4].[CH2:17]([O:19][C:20]1[CH:21]=[C:22]([OH:29])[C:23](=[CH:27][CH:28]=1)[C:24](O)=O)[CH3:18]. No catalyst specified. The product is [CH2:17]([O:19][C:20]1[CH:28]=[CH:27][C:23]([C:24]2[O:1][N:2]=[C:3]([C:5]3[C:10]([C:11]4[CH:16]=[CH:15][CH:14]=[CH:13][CH:12]=4)=[CH:9][CH:8]=[CH:7][N:6]=3)[N:4]=2)=[C:22]([OH:29])[CH:21]=1)[CH3:18]. The yield is 0.150. (4) The reactants are C(O[K])(C)(C)C.F[C:8]1[N:16]=[CH:15][CH:14]=[CH:13][C:9]=1[C:10]([OH:12])=[O:11].[CH3:17][O:18][CH2:19][CH2:20][O:21][CH2:22][CH2:23][O:24][CH2:25][CH2:26][O:27][CH2:28][CH2:29][OH:30].Cl. The catalyst is C1COCC1.CCOC(C)=O. The product is [CH3:17][O:18][CH2:19][CH2:20][O:21][CH2:22][CH2:23][O:24][CH2:25][CH2:26][O:27][CH2:28][CH2:29][O:30][C:8]1[N:16]=[CH:15][CH:14]=[CH:13][C:9]=1[C:10]([OH:12])=[O:11]. The yield is 0.900.